Dataset: Reaction yield outcomes from USPTO patents with 853,638 reactions. Task: Predict the reaction yield, written as a fraction of the theoretical maximum amount of product (1.0 means a 100% yield; for example, 0.34 means a 34% yield). (1) The reactants are [C:1]([O:4][C:5]1[CH:10]=[CH:9][C:8]([S:11](Cl)(=[O:13])=[O:12])=[CH:7][CH:6]=1)(=[O:3])[CH3:2].[CH3:15][O:16][C:17]1[CH:22]=[CH:21][CH:20]=[CH:19][C:18]=1[CH2:23][NH2:24].C(N(CC)CC)C. The catalyst is ClCCl. The product is [C:1]([O:4][C:5]1[CH:10]=[CH:9][C:8]([S:11](=[O:13])(=[O:12])[NH:24][CH2:23][C:18]2[CH:19]=[CH:20][CH:21]=[CH:22][C:17]=2[O:16][CH3:15])=[CH:7][CH:6]=1)(=[O:3])[CH3:2]. The yield is 0.890. (2) The reactants are COC1C=CC(C[N:8]2[C:12]([N:13](CC3C=CC(OC)=CC=3)CC3C=CC(OC)=CC=3)=[N:11][C:10]([NH:32][C:33]3[CH:38]=[CH:37][CH:36]=[C:35]([CH2:39][C:40]([F:43])([F:42])[F:41])[CH:34]=3)=[N:9]2)=CC=1.C(O)(C(F)(F)F)=O. No catalyst specified. The product is [F:43][C:40]([F:41])([F:42])[CH2:39][C:35]1[CH:34]=[C:33]([NH:32][C:10]2[N:11]=[C:12]([NH2:13])[NH:8][N:9]=2)[CH:38]=[CH:37][CH:36]=1. The yield is 0.210. (3) The reactants are C[O:2][C:3](=O)[C:4]1[CH:9]=[CH:8][C:7]([NH:10][CH2:11][C:12]2[CH:17]=[CH:16][N:15]=[CH:14][C:13]=2[Cl:18])=[N:6][CH:5]=1.[AlH4-].[Li+].O.O.O.O.O.O.O.O.O.O.S([O-])([O-])(=O)=O.[Na+].[Na+]. The catalyst is O1CCCC1. The product is [Cl:18][C:13]1[CH:14]=[N:15][CH:16]=[CH:17][C:12]=1[CH2:11][NH:10][C:7]1[N:6]=[CH:5][C:4]([CH2:3][OH:2])=[CH:9][CH:8]=1. The yield is 0.560. (4) The reactants are C1C=CC(P(C2C=CC=CC=2)C2C=CC=CC=2)=CC=1.C([O-])([O-])=O.[K+].[K+].Br[C:27]1[CH:28]=[C:29]([CH2:34][N:35]2[C:43](=[O:44])[C:42]3[C:37](=[CH:38][CH:39]=[CH:40][CH:41]=3)[C:36]2=[O:45])[CH:30]=[C:31]([CH3:33])[CH:32]=1.[CH3:46][C:47]([Si:50]([CH3:63])([CH3:62])[O:51][CH2:52][C:53]1[CH:54]=[C:55](B(O)O)[CH:56]=[CH:57][CH:58]=1)([CH3:49])[CH3:48]. The catalyst is O1CCOCC1.CC([O-])=O.CC([O-])=O.[Pd+2]. The product is [CH3:46][C:47]([Si:50]([CH3:63])([CH3:62])[O:51][CH2:52][C:53]1[CH:54]=[C:55]([C:27]2[CH:32]=[C:31]([CH3:33])[CH:30]=[C:29]([CH2:34][N:35]3[C:43](=[O:44])[C:42]4[C:37](=[CH:38][CH:39]=[CH:40][CH:41]=4)[C:36]3=[O:45])[CH:28]=2)[CH:56]=[CH:57][CH:58]=1)([CH3:49])[CH3:48]. The yield is 0.590. (5) The yield is 0.910. The product is [CH2:32]([O:34][C:35]1[CH:36]=[CH:37][C:38]([S:41]([N:44]([CH2:45][C:46]2[CH:55]=[CH:54][C:49]([C:50]([O:52][CH3:53])=[O:51])=[C:48]([F:56])[CH:47]=2)[CH2:19][C:18]2[CH:30]=[CH:29][CH:5]=[CH:6][N:7]=2)(=[O:42])=[O:43])=[CH:39][CH:40]=1)[CH3:33]. No catalyst specified. The reactants are COC1C=[C:5]([CH:29]=[CH:30]C=1)[CH2:6][N:7]([CH2:18][C:19]1C=CC(C(OC)=O)=CC=1)S(C1C=CC(Cl)=CC=1)(=O)=O.[CH2:32]([O:34][C:35]1[CH:40]=[CH:39][C:38]([S:41]([NH:44][CH2:45][C:46]2[CH:55]=[CH:54][C:49]([C:50]([O:52][CH3:53])=[O:51])=[C:48]([F:56])[CH:47]=2)(=[O:43])=[O:42])=[CH:37][CH:36]=1)[CH3:33].N1C=CC=CC=1CN. (6) The reactants are [CH3:1][C:2]1([CH3:41])[CH2:11][CH2:10][C:9]2[N:8]=[CH:7][N:6]=[C:5]([N:12]3[CH2:18][C:17]4[CH:19]=[C:20]([C:23]5[CH:24]=[C:25]6[N:31](COCC[Si](C)(C)C)[C:30]([CH3:40])=[N:29][C:26]6=[N:27][CH:28]=5)[CH:21]=[CH:22][C:16]=4[O:15][CH2:14][CH2:13]3)[C:4]=2[CH2:3]1.Cl. The catalyst is CO. The product is [CH3:1][C:2]1([CH3:41])[CH2:11][CH2:10][C:9]2[N:8]=[CH:7][N:6]=[C:5]([N:12]3[CH2:18][C:17]4[CH:19]=[C:20]([C:23]5[CH:24]=[C:25]6[NH:31][C:30]([CH3:40])=[N:29][C:26]6=[N:27][CH:28]=5)[CH:21]=[CH:22][C:16]=4[O:15][CH2:14][CH2:13]3)[C:4]=2[CH2:3]1. The yield is 0.670. (7) The catalyst is C(Cl)Cl. The product is [N+:1]([C:4]1[CH:10]=[CH:9][C:7]([NH:8][C:17](=[O:18])[C:16]([CH3:21])([CH3:20])[CH3:15])=[CH:6][C:5]=1[C:11]([F:12])([F:13])[F:14])([O-:3])=[O:2]. The reactants are [N+:1]([C:4]1[CH:10]=[CH:9][C:7]([NH2:8])=[CH:6][C:5]=1[C:11]([F:14])([F:13])[F:12])([O-:3])=[O:2].[CH3:15][C:16]([CH3:21])([CH3:20])[C:17](Cl)=[O:18]. The yield is 0.810. (8) The reactants are [NH2:1][C:2]1[CH:7]=[C:6]([Cl:8])[CH:5]=[CH:4][C:3]=1[S:9][CH2:10][C:11]1[CH:16]=[CH:15][N:14]=[C:13]([NH:17][C:18](=[O:24])[O:19][C:20]([CH3:23])([CH3:22])[CH3:21])[CH:12]=1.[O:25]1[C:29]2[CH:30]=[CH:31][CH:32]=[CH:33][C:28]=2[CH:27]=[C:26]1[S:34](Cl)(=[O:36])=[O:35]. The catalyst is N1C=CC=CC=1. The product is [O:25]1[C:29]2[CH:30]=[CH:31][CH:32]=[CH:33][C:28]=2[CH:27]=[C:26]1[S:34]([NH:1][C:2]1[CH:7]=[C:6]([Cl:8])[CH:5]=[CH:4][C:3]=1[S:9][CH2:10][C:11]1[CH:16]=[CH:15][N:14]=[C:13]([NH:17][C:18](=[O:24])[O:19][C:20]([CH3:21])([CH3:23])[CH3:22])[CH:12]=1)(=[O:36])=[O:35]. The yield is 0.560.